This data is from Forward reaction prediction with 1.9M reactions from USPTO patents (1976-2016). The task is: Predict the product of the given reaction. (1) Given the reactants [F:1][C:2]1[CH:3]=[C:4]([C:9](=[O:32])[C:10](=[C:23]2[NH:27][C:26]3[CH:28]=[CH:29][CH:30]=[CH:31][C:25]=3[NH:24]2)[C:11]([C:13]2[CH:18]=[CH:17][CH:16]=[C:15]([CH:19]([OH:22])[CH2:20][OH:21])[CH:14]=2)=[O:12])[CH:5]=[C:6]([F:8])[CH:7]=1, predict the reaction product. The product is: [F:1][C:2]1[CH:3]=[C:4]([C:9](=[O:32])[C:10](=[C:23]2[NH:24][C:25]3[CH:31]=[CH:30][CH:29]=[CH:28][C:26]=3[NH:27]2)[C:11]([C:13]2[CH:18]=[CH:17][CH:16]=[C:15]([C@H:19]([OH:22])[CH2:20][OH:21])[CH:14]=2)=[O:12])[CH:5]=[C:6]([F:8])[CH:7]=1. (2) Given the reactants [Cl:1][C:2]1[CH:25]=[CH:24][C:5]([CH2:6][N:7]2[C:15]3[C:10](=[CH:11][C:12](/[CH:16]=[C:17]4/[C:18](=[O:23])[NH:19][C:20](=[O:22])[S:21]/4)=[CH:13][CH:14]=3)[CH:9]=[N:8]2)=[C:4]([C:26]([F:29])([F:28])[F:27])[CH:3]=1.[CH3:30]O, predict the reaction product. The product is: [Cl:1][C:2]1[CH:25]=[CH:24][C:5]([CH2:6][N:7]2[C:15]3[C:10](=[CH:11][C:12](/[CH:16]=[C:17]4/[C:18](=[O:23])[N:19]([CH3:30])[C:20](=[O:22])[S:21]/4)=[CH:13][CH:14]=3)[CH:9]=[N:8]2)=[C:4]([C:26]([F:27])([F:29])[F:28])[CH:3]=1. (3) Given the reactants C([C:5]1([CH2:18][CH2:19][C:20](=[O:23])[CH2:21][CH3:22])[CH2:13][C:12]2[C:7](=[CH:8][CH:9]=[C:10]([O:15][CH3:16])[C:11]=2[CH3:14])[C:6]1=O)CCC, predict the reaction product. The product is: [CH2:13]([CH:18]1[CH:5]2[C:6]([C:7]3[C:12]([CH2:13]2)=[C:11]([CH3:14])[C:10]([O:15][CH3:16])=[CH:9][CH:8]=3)=[C:21]([CH3:22])[C:20](=[O:23])[CH2:19]1)[CH2:5][CH2:6][CH3:7]. (4) The product is: [F:1][C:2]1[CH:7]=[CH:6][CH:5]=[CH:4][C:3]=1[N:8]1[C:12]2[CH:13]=[CH:14][CH:15]=[CH:16][C:11]=2[N:10]([CH2:17][CH2:18][C@H:19]([OH:20])[CH2:21][NH:30][CH:24]([CH3:29])[CH3:25])[S:9]1(=[O:22])=[O:23]. Given the reactants [F:1][C:2]1[CH:7]=[CH:6][CH:5]=[CH:4][C:3]=1[N:8]1[C:12]2[CH:13]=[CH:14][CH:15]=[CH:16][C:11]=2[N:10]([CH2:17][CH2:18][C@H:19]2[CH2:21][O:20]2)[S:9]1(=[O:23])=[O:22].[CH:24]1([NH2:30])[CH2:29]CCC[CH2:25]1, predict the reaction product. (5) Given the reactants [C:1]([C:3]1[CH:8]=[CH:7][CH:6]=[CH:5][C:4]=1[CH:9]([CH3:13])[C:10]([NH2:12])=[O:11])#[CH:2].[Cl:14][C:15]1[N:20]=[C:19](Cl)[C:18]([Cl:22])=[CH:17][N:16]=1.CCN(CC)CC, predict the reaction product. The product is: [Cl:14][C:15]1[N:20]=[C:19]([C:2]#[C:1][C:3]2[CH:8]=[CH:7][CH:6]=[CH:5][C:4]=2[CH:9]([CH3:13])[C:10]([NH2:12])=[O:11])[C:18]([Cl:22])=[CH:17][N:16]=1.